Task: Predict the reactants needed to synthesize the given product.. Dataset: Full USPTO retrosynthesis dataset with 1.9M reactions from patents (1976-2016) (1) Given the product [Br:1][C:2]1[CH:3]=[C:4]2[C:8](=[CH:9][CH:10]=1)[N:7]([CH3:21])[CH:6]=[C:5]2[S:11]([C:14]1[CH:19]=[CH:18][C:17]([F:20])=[CH:16][CH:15]=1)(=[O:13])=[O:12], predict the reactants needed to synthesize it. The reactants are: [Br:1][C:2]1[CH:3]=[C:4]2[C:8](=[CH:9][CH:10]=1)[NH:7][CH:6]=[C:5]2[S:11]([C:14]1[CH:19]=[CH:18][C:17]([F:20])=[CH:16][CH:15]=1)(=[O:13])=[O:12].[CH3:21]C(C)([O-])C.[K+].C1COCC1.IC. (2) Given the product [CH2:1]([C:3]1[CH:8]=[C:7]([C:9]([F:21])([C:17]([F:20])([F:19])[F:18])[C:10]([F:16])([F:15])[C:11]([F:12])([F:13])[F:14])[CH:6]=[C:5]([CH3:22])[C:4]=1[NH:23][C:24](=[O:35])[C:25]1[CH:30]=[CH:29][CH:28]=[C:27]([N+:31]([O-:33])=[O:32])[C:26]=1[O:37][CH3:36])[CH3:2], predict the reactants needed to synthesize it. The reactants are: [CH2:1]([C:3]1[CH:8]=[C:7]([C:9]([F:21])([C:17]([F:20])([F:19])[F:18])[C:10]([F:16])([F:15])[C:11]([F:14])([F:13])[F:12])[CH:6]=[C:5]([CH3:22])[C:4]=1[NH:23][C:24](=[O:35])[C:25]1[CH:30]=[CH:29][CH:28]=[C:27]([N+:31]([O-:33])=[O:32])[C:26]=1F)[CH3:2].[C:36](=O)([O-])[O-:37].[K+].[K+]. (3) Given the product [Cl:18][C:2]1[C:11]2[C:6](=[CH:7][C:8]([C:12]([OH:14])=[O:13])=[CH:9][CH:10]=2)[N:5]=[CH:4][N:3]=1, predict the reactants needed to synthesize it. The reactants are: O=[C:2]1[C:11]2[C:6](=[CH:7][C:8]([C:12]([OH:14])=[O:13])=[CH:9][CH:10]=2)[N:5]=[CH:4][NH:3]1.C(Cl)(=O)C([Cl:18])=O.CN(C=O)C. (4) Given the product [ClH:34].[NH2:8][C@@H:9]([CH2:14][C:15]1[CH:20]=[CH:19][C:18]([N:21]2[C:26](=[O:27])[CH:25]=[C:24]([C:28]([F:30])([F:29])[F:31])[N:23]([CH3:32])[C:22]2=[O:33])=[CH:17][CH:16]=1)[C:10]([O:12][CH3:13])=[O:11], predict the reactants needed to synthesize it. The reactants are: C(OC([NH:8][C@@H:9]([CH2:14][C:15]1[CH:20]=[CH:19][C:18]([N:21]2[C:26](=[O:27])[CH:25]=[C:24]([C:28]([F:31])([F:30])[F:29])[N:23]([CH3:32])[C:22]2=[O:33])=[CH:17][CH:16]=1)[C:10]([O:12][CH3:13])=[O:11])=O)(C)(C)C.[ClH:34].C(OCC)(=O)C.